Dataset: Catalyst prediction with 721,799 reactions and 888 catalyst types from USPTO. Task: Predict which catalyst facilitates the given reaction. The catalyst class is: 7. Reactant: [CH:1]1([Mg]Br)[CH2:6][CH2:5][CH2:4][CH2:3][CH2:2]1.CCOCC.[Cl:14][C:15]1[CH:23]=[C:22]2[C:18]([C:19](=[O:25])[C:20](=[O:24])[NH:21]2)=[CH:17][CH:16]=1. Product: [Cl:14][C:15]1[CH:23]=[C:22]2[C:18]([C:19]([CH:1]3[CH2:6][CH2:5][CH2:4][CH2:3][CH2:2]3)([OH:25])[C:20](=[O:24])[NH:21]2)=[CH:17][CH:16]=1.